From a dataset of Orexin1 receptor HTS with 218,158 compounds and 233 confirmed actives. Binary Classification. Given a drug SMILES string, predict its activity (active/inactive) in a high-throughput screening assay against a specified biological target. (1) The drug is O1C(CN(CC1C)Cc1onc(n1)c1nccnc1)C. The result is 0 (inactive). (2) The compound is Clc1cc(/C=N\n2c(n[nH]c2=S)c2ccncc2)ccc1. The result is 0 (inactive). (3) The drug is S(CCC(OCC(=O)NC(=O)N)=O)c1ccccc1. The result is 0 (inactive).